Predict the reaction yield, written as a fraction of the theoretical maximum amount of product (1.0 means a 100% yield; for example, 0.34 means a 34% yield). From a dataset of Reaction yield outcomes from USPTO patents with 853,638 reactions. (1) The reactants are Cl[C:2]1[C:7]([CH3:8])=[CH:6][CH:5]=[CH:4][C:3]=1[N+:9]([O-:11])=[O:10].[NH:12]1[CH2:17][CH2:16][CH2:15][CH2:14][CH2:13]1. No catalyst specified. The product is [CH3:8][C:7]1[CH:6]=[CH:5][CH:4]=[C:3]([N+:9]([O-:11])=[O:10])[C:2]=1[N:12]1[CH2:17][CH2:16][CH2:15][CH2:14][CH2:13]1. The yield is 0.350. (2) The reactants are Br[CH2:2][C:3]([CH3:5])=[CH2:4].[Br:6][C:7]1[CH:12]=[CH:11][C:10]([N+:13]([O-:15])=[O:14])=[CH:9][C:8]=1[NH:16][C:17](=[O:19])[CH3:18].C(=O)([O-])[O-].[K+].[K+]. The catalyst is CN(C=O)C. The product is [Br:6][C:7]1[CH:12]=[CH:11][C:10]([N+:13]([O-:15])=[O:14])=[CH:9][C:8]=1[N:16]([CH2:2][C:3]([CH3:5])=[CH2:4])[C:17](=[O:19])[CH3:18]. The yield is 0.850. (3) The yield is 0.920. The catalyst is CC(C)=O. The product is [CH2:12]([O:11][C:4]1[CH:5]=[CH:6][C:7]([N+:8]([O-:10])=[O:9])=[C:2]([F:1])[CH:3]=1)[C:13]1[CH:18]=[CH:17][CH:16]=[CH:15][CH:14]=1. The reactants are [F:1][C:2]1[CH:3]=[C:4]([OH:11])[CH:5]=[CH:6][C:7]=1[N+:8]([O-:10])=[O:9].[CH2:12](Br)[C:13]1[CH:18]=[CH:17][CH:16]=[CH:15][CH:14]=1.C([O-])([O-])=O.[K+].[K+].O. (4) The reactants are [CH:1]1([CH:4]=O)[CH2:3][CH2:2]1.N1CCCCC1.[NH2:12][C:13]1[N:18]=[CH:17][N:16]=[C:15]2[N:19]([CH2:37][C@H:38]3[CH2:42][CH2:41][CH2:40][N:39]3[C:43](=[O:47])[CH2:44][C:45]#[N:46])[N:20]=[C:21]([C:22]3[CH:27]=[CH:26][C:25]([O:28][C:29]4[CH:34]=[C:33]([F:35])[CH:32]=[C:31]([F:36])[CH:30]=4)=[CH:24][CH:23]=3)[C:14]=12. The catalyst is CO. The product is [NH2:12][C:13]1[N:18]=[CH:17][N:16]=[C:15]2[N:19]([CH2:37][C@H:38]3[CH2:42][CH2:41][CH2:40][N:39]3[C:43]([C:44](=[CH:4][CH:1]3[CH2:2][CH2:3]3)[C:45]#[N:46])=[O:47])[N:20]=[C:21]([C:22]3[CH:27]=[CH:26][C:25]([O:28][C:29]4[CH:30]=[C:31]([F:36])[CH:32]=[C:33]([F:35])[CH:34]=4)=[CH:24][CH:23]=3)[C:14]=12. The yield is 0.450. (5) The reactants are [CH3:1][O:2][C:3]1[C:8]2[O:9][CH2:10][O:11][C:7]=2[CH:6]=[C:5]([C:12](OC)=[O:13])[CH:4]=1.[H-].[H-].[H-].[H-].[Li+].[Al+3].O.[OH-].[Na+]. The catalyst is C1COCC1. The product is [CH3:1][O:2][C:3]1[C:8]2[O:9][CH2:10][O:11][C:7]=2[CH:6]=[C:5]([CH2:12][OH:13])[CH:4]=1. The yield is 0.520. (6) The reactants are [I-].ClC1C=CC=C[N+]=1C.[C:10]([OH:19])(=[O:18])[CH2:11][CH2:12][CH2:13][CH2:14][CH2:15][CH2:16][CH3:17].C(N(CC)CC)C.[OH:27][CH2:28][C:29]1[O:30][CH:31]=[C:32](O)[C:33](=[O:35])[CH:34]=1. The catalyst is ClCCl.CCCCCCC.C(OCC)(=O)C. The product is [C:10]([O:19][C:32]1[C:33](=[O:35])[CH:34]=[C:29]([CH2:28][OH:27])[O:30][CH:31]=1)(=[O:18])[CH2:11][CH2:12][CH2:13][CH2:14][CH2:15][CH2:16][CH3:17]. The yield is 0.540.